The task is: Regression. Given a peptide amino acid sequence and an MHC pseudo amino acid sequence, predict their binding affinity value. This is MHC class II binding data.. This data is from Peptide-MHC class II binding affinity with 134,281 pairs from IEDB. (1) The peptide sequence is WPTVRERMRRAEPAA. The MHC is DRB1_1501 with pseudo-sequence DRB1_1501. The binding affinity (normalized) is 0. (2) The peptide sequence is QRMMAEIDTDGDGFI. The MHC is DRB1_0301 with pseudo-sequence DRB1_0301. The binding affinity (normalized) is 0.450. (3) The peptide sequence is DVDLFLTGTPDEYVEQV. The MHC is HLA-DQA10501-DQB10301 with pseudo-sequence HLA-DQA10501-DQB10301. The binding affinity (normalized) is 0.579. (4) The peptide sequence is LSSLVELESCEAHAC. The MHC is DRB1_0101 with pseudo-sequence DRB1_0101. The binding affinity (normalized) is 0.675. (5) The peptide sequence is APEVKYTKFETALKK. The MHC is HLA-DQA10501-DQB10301 with pseudo-sequence HLA-DQA10501-DQB10301. The binding affinity (normalized) is 0.206. (6) The peptide sequence is KLKFNSVIVNPSLNG. The MHC is DRB1_0901 with pseudo-sequence DRB1_0901. The binding affinity (normalized) is 0.786. (7) The peptide sequence is RSKFLLMDALKLSIE. The MHC is DRB1_0405 with pseudo-sequence DRB1_0405. The binding affinity (normalized) is 0.573.